This data is from Full USPTO retrosynthesis dataset with 1.9M reactions from patents (1976-2016). The task is: Predict the reactants needed to synthesize the given product. (1) Given the product [CH:1]([C:4]1[C:12]2[C:7](=[CH:8][CH:9]=[C:10]([O:13][C:14]3[C:19]([C:20]([F:23])([F:22])[F:21])=[CH:18][C:17]([CH2:24][CH2:25][C:26](=[O:34])[CH2:27][CH2:28][C:29]([O:31][CH2:32][CH3:33])=[O:30])=[CH:16][C:15]=3[C:35]([F:38])([F:36])[F:37])[CH:11]=2)[NH:6][CH:5]=1)([CH3:2])[CH3:3], predict the reactants needed to synthesize it. The reactants are: [CH:1]([C:4]1[C:12]2[C:7](=[CH:8][CH:9]=[C:10]([O:13][C:14]3[C:19]([C:20]([F:23])([F:22])[F:21])=[CH:18][C:17]([CH:24]=[CH:25][C:26](=[O:34])[CH2:27][CH2:28][C:29]([O:31][CH2:32][CH3:33])=[O:30])=[CH:16][C:15]=3[C:35]([F:38])([F:37])[F:36])[CH:11]=2)[NH:6][CH:5]=1)([CH3:3])[CH3:2]. (2) Given the product [F:1][C:2]1[CH:3]=[CH:4][CH:5]=[C:6]2[C:10]=1[N:9]([C@@H:11]([C:16]1[CH:21]=[CH:20][CH:19]=[C:18]([F:22])[CH:17]=1)[C@H:12]([OH:15])[CH2:13][NH:50][CH3:49])[C:8](=[O:23])[C:7]2([CH3:25])[CH3:24], predict the reactants needed to synthesize it. The reactants are: [F:1][C:2]1[CH:3]=[CH:4][CH:5]=[C:6]2[C:10]=1[N:9]([C@@H:11]([C:16]1[CH:21]=[CH:20][CH:19]=[C:18]([F:22])[CH:17]=1)[C@H:12]([OH:15])[CH2:13]O)[C:8](=[O:23])[C:7]2([CH3:25])[CH3:24].C1(C)C=CC(S(O)(=O)=O)=CC=1.C(OC)(OC)(OC)C.C(Br)(=O)C.[CH3:49][NH2:50].C(O)C. (3) Given the product [CH2:1]([O:3][C:4](=[O:15])[CH2:5][C:6]1[CH:7]=[N:8][C:9]([OH:13])=[C:10]([Br:12])[CH:11]=1)[CH3:2], predict the reactants needed to synthesize it. The reactants are: [CH2:1]([O:3][C:4](=[O:15])[CH2:5][C:6]1[CH:7]=[N:8][C:9]([O:13]C)=[C:10]([Br:12])[CH:11]=1)[CH3:2].IC. (4) Given the product [Cl:3][C:12]1[N:13]=[C:14]([C:15]2[CH:20]=[CH:19][CH:18]=[C:17]([C:21]([F:24])([F:23])[F:22])[CH:16]=2)[C:9]2[CH:8]=[C:7]([CH3:6])[S:26][C:10]=2[N:11]=1, predict the reactants needed to synthesize it. The reactants are: P(Cl)(Cl)([Cl:3])=O.[CH3:6][C:7]1[S:26][C:10]2[N:11]=[C:12](O)[N:13]=[C:14]([C:15]3[CH:20]=[CH:19][CH:18]=[C:17]([C:21]([F:24])([F:23])[F:22])[CH:16]=3)[C:9]=2[CH:8]=1. (5) Given the product [N+:3]([C:6]1[CH:7]=[C:8]([CH:16]([OH:23])[CH2:17][C:18]([O:20][CH2:21][CH3:22])=[O:19])[C:9]2[CH2:10][CH2:11][CH2:12][CH2:13][C:14]=2[CH:15]=1)([O-:5])=[O:4], predict the reactants needed to synthesize it. The reactants are: [BH4-].[Na+].[N+:3]([C:6]1[CH:7]=[C:8]([C:16](=[O:23])[CH2:17][C:18]([O:20][CH2:21][CH3:22])=[O:19])[C:9]2[CH2:10][CH2:11][CH2:12][CH2:13][C:14]=2[CH:15]=1)([O-:5])=[O:4].Cl. (6) The reactants are: [Cl:1][C:2]1[N:10]=[C:9]2[C:5]([N:6]=[C:7]([CH2:12]P(=O)(OC)OC)[N:8]2[CH3:11])=[C:4]([N:19]2[CH2:24][CH2:23][O:22][CH2:21][CH2:20]2)[N:3]=1.[Li+].CC([N-]C(C)C)C.[C:33]([N:40]1[CH2:43][C:42](=O)[CH2:41]1)([O:35][C:36]([CH3:39])([CH3:38])[CH3:37])=[O:34]. Given the product [Cl:1][C:2]1[N:10]=[C:9]2[C:5]([N:6]=[C:7]([CH:12]=[C:42]3[CH2:41][N:40]([C:33]([O:35][C:36]([CH3:39])([CH3:38])[CH3:37])=[O:34])[CH2:43]3)[N:8]2[CH3:11])=[C:4]([N:19]2[CH2:20][CH2:21][O:22][CH2:23][CH2:24]2)[N:3]=1, predict the reactants needed to synthesize it. (7) Given the product [O:17]=[C:11]([CH2:3][CH2:4][CH2:5][CH2:6][CH3:7])[C:12]([O:14][CH2:15][CH3:16])=[O:13], predict the reactants needed to synthesize it. The reactants are: [Li+].[I-].[CH2:3]([Mg]Br)[CH2:4][CH2:5][CH2:6][CH3:7].Cl[C:11](=[O:17])[C:12]([O:14][CH2:15][CH3:16])=[O:13].